This data is from Forward reaction prediction with 1.9M reactions from USPTO patents (1976-2016). The task is: Predict the product of the given reaction. (1) Given the reactants [CH3:1][N:2]([CH3:42])[CH2:3][CH2:4][CH2:5][NH:6][C:7]1[CH:12]=[CH:11][C:10]([NH:13][C:14]2[N:19]=[C:18]([CH2:20][C:21]([C:23]3[CH:24]=[C:25]([N:29]([CH3:40])[C:30](=[O:39])[C:31]4[CH:36]=[C:35]([F:37])[CH:34]=[CH:33][C:32]=4[F:38])[CH:26]=[CH:27][CH:28]=3)=O)[CH:17]=[CH:16][N:15]=2)=[CH:9][C:8]=1[F:41].BrBr.[OH-].[Na+].[NH2:47][C:48]([NH2:50])=[S:49].C(=O)([O-])[O-].[Mg+2], predict the reaction product. The product is: [NH2:50][C:48]1[S:49][C:20]([C:18]2[CH:17]=[CH:16][N:15]=[C:14]([NH:13][C:10]3[CH:11]=[CH:12][C:7]([NH:6][CH2:5][CH2:4][CH2:3][N:2]([CH3:42])[CH3:1])=[C:8]([F:41])[CH:9]=3)[N:19]=2)=[C:21]([C:23]2[CH:24]=[C:25]([N:29]([CH3:40])[C:30](=[O:39])[C:31]3[CH:36]=[C:35]([F:37])[CH:34]=[CH:33][C:32]=3[F:38])[CH:26]=[CH:27][CH:28]=2)[N:47]=1. (2) Given the reactants FC(F)(F)S(O[C:7]1[CH:16]=[C:15]2[C:10]([C:11]([C:18]3[CH:19]=[N:20][CH:21]=[CH:22][CH:23]=3)=[CH:12][C:13](=[O:17])[O:14]2)=[CH:9][CH:8]=1)(=O)=O.C(N(CC)CC)C.[C]=O, predict the reaction product. The product is: [O:17]=[C:13]1[CH:12]=[C:11]([C:18]2[CH:19]=[N:20][CH:21]=[CH:22][CH:23]=2)[C:10]2[C:15](=[CH:16][C:7]([C:13]([O:14][CH3:15])=[O:17])=[CH:8][CH:9]=2)[O:14]1. (3) Given the reactants [OH-].[Na+].[Cl:3][C:4]1[CH:5]=[C:6]2[C:12](/[CH:13]=[C:14]3/[C:15](=[O:20])[NH:16][C:17](=[S:19])[NH:18]/3)=[CH:11][NH:10][C:7]2=[N:8][CH:9]=1.[CH3:21]I, predict the reaction product. The product is: [Cl:3][C:4]1[CH:5]=[C:6]2[C:12](/[CH:13]=[C:14]3/[C:15](=[O:20])[NH:16][C:17]([S:19][CH3:21])=[N:18]/3)=[CH:11][NH:10][C:7]2=[N:8][CH:9]=1. (4) Given the reactants Br[C:2]1[CH:11]=[C:10]2[C:5]([CH2:6][CH2:7][N:8]([C:12]3[CH:17]=[C:16]([N:18]4[CH2:23][CH2:22][N:21]([CH3:24])[CH2:20][CH2:19]4)[N:15]=[C:14]([NH2:25])[N:13]=3)[CH2:9]2)=[CH:4][CH:3]=1.CC1(C)C(C)(C)OB([C:34]2[CH:35]=[N:36][N:37]([CH:39]3[CH2:44][CH2:43][N:42]([C:45]([O:47][C:48]([CH3:51])([CH3:50])[CH3:49])=[O:46])[CH2:41][CH2:40]3)[CH:38]=2)O1, predict the reaction product. The product is: [NH2:25][C:14]1[N:13]=[C:12]([N:8]2[CH2:7][CH2:6][C:5]3[C:10](=[CH:11][C:2]([C:34]4[CH:35]=[N:36][N:37]([CH:39]5[CH2:40][CH2:41][N:42]([C:45]([O:47][C:48]([CH3:51])([CH3:50])[CH3:49])=[O:46])[CH2:43][CH2:44]5)[CH:38]=4)=[CH:3][CH:4]=3)[CH2:9]2)[CH:17]=[C:16]([N:18]2[CH2:23][CH2:22][N:21]([CH3:24])[CH2:20][CH2:19]2)[N:15]=1. (5) Given the reactants [C:1]([C:5]1[CH:10]=[CH:9][C:8]([C:11]2[C:16]([CH3:17])=[CH:15][C:14]([OH:18])=[CH:13][C:12]=2[CH3:19])=[CH:7][CH:6]=1)([CH3:4])([CH3:3])[CH3:2].CO[C:22]([C:24]1[S:25][C:26]([CH:29]([CH2:32]O)[CH2:30][CH3:31])=[CH:27][CH:28]=1)=[O:23].Cl.[CH3:35][O:36][C:37](=[O:41])[CH2:38][CH2:39][NH2:40], predict the reaction product. The product is: [CH3:35][O:36][C:37](=[O:41])[CH2:38][CH2:39][NH:40][C:22]([C:24]1[S:25][C:26]([CH:29]([CH2:32][O:18][C:14]2[CH:13]=[C:12]([CH3:19])[C:11]([C:8]3[CH:7]=[CH:6][C:5]([C:1]([CH3:4])([CH3:3])[CH3:2])=[CH:10][CH:9]=3)=[C:16]([CH3:17])[CH:15]=2)[CH2:30][CH3:31])=[CH:27][CH:28]=1)=[O:23]. (6) Given the reactants Br[C:2]1[CH:7]=[CH:6][C:5]([CH2:8][CH2:9][O:10][CH2:11][CH2:12][OH:13])=[CH:4][CH:3]=1.[C:14]([Cu])#[N:15], predict the reaction product. The product is: [C:14]([C:2]1[CH:7]=[CH:6][C:5]([CH2:8][CH2:9][O:10][CH2:11][CH2:12][OH:13])=[CH:4][CH:3]=1)#[N:15]. (7) The product is: [CH3:6][O:5][C:4]1[CH:3]=[C:2]([CH:11]=[CH:10][C:7]=1[O:8][CH3:9])[CH:1]=[CH:14][C:15]([OH:17])=[O:16]. Given the reactants [CH:1](=O)[C:2]1[CH:11]=[CH:10][C:7]([O:8][CH3:9])=[C:4]([O:5][CH3:6])[CH:3]=1.C(O)(=O)[CH2:14][C:15]([OH:17])=[O:16], predict the reaction product.